Dataset: Full USPTO retrosynthesis dataset with 1.9M reactions from patents (1976-2016). Task: Predict the reactants needed to synthesize the given product. (1) Given the product [Cl:1][C:2]1[CH:3]=[C:4]([CH2:24][CH2:25][CH2:26][N:27]([CH3:29])[CH3:28])[CH:5]=[C:6]2[C:10]=1[C:9](=[O:11])[N:8]([CH2:12][C:13]1[CH:14]=[CH:15][C:16]([O:19][C:20]([F:21])([F:22])[F:23])=[CH:17][CH:18]=1)[CH2:7]2, predict the reactants needed to synthesize it. The reactants are: [Cl:1][C:2]1[CH:3]=[C:4]([C:24]#[C:25][CH2:26][N:27]([CH3:29])[CH3:28])[CH:5]=[C:6]2[C:10]=1[C:9](=[O:11])[N:8]([CH2:12][C:13]1[CH:18]=[CH:17][C:16]([O:19][C:20]([F:23])([F:22])[F:21])=[CH:15][CH:14]=1)[CH2:7]2.[H][H].C(Cl)(Cl)Cl.CO. (2) Given the product [ClH:45].[CH3:1][S:2]([O:5][C:6]1[C:26](=[O:27])[N:10]2[CH2:11][CH:12]3[CH2:17][CH2:16][C:15]([NH2:18])([C:9]2=[N:8][C:7]=1[C:28](=[O:38])[NH:29][CH2:30][C:31]1[CH:36]=[CH:35][C:34]([F:37])=[CH:33][CH:32]=1)[CH2:14][CH2:13]3)(=[O:3])=[O:4], predict the reactants needed to synthesize it. The reactants are: [CH3:1][S:2]([O:5][C:6]1[C:26](=[O:27])[N:10]2[CH2:11][CH:12]3[CH2:17][CH2:16][C:15]([NH:18]C(OC(C)(C)C)=O)([C:9]2=[N:8][C:7]=1[C:28](=[O:38])[NH:29][CH2:30][C:31]1[CH:36]=[CH:35][C:34]([F:37])=[CH:33][CH:32]=1)[CH2:14][CH2:13]3)(=[O:4])=[O:3].O1CCOCC1.[ClH:45]. (3) The reactants are: [NH:1]1[C:5]2[CH:6]=[CH:7][CH:8]=[CH:9][C:4]=2[N:3]=[C:2]1[C:10]([C:12]1[CH:17]=[CH:16][C:15]([O:18][C:19]2[C:24]([N:25]3[CH2:30][CH2:29][O:28][CH2:27][CH2:26]3)=[N:23][CH:22]=[CH:21][N:20]=2)=[CH:14][CH:13]=1)=[O:11].[C:31](=O)([O-])[O-].[Cs+].[Cs+].IC. Given the product [CH3:31][N:1]1[C:5]2[CH:6]=[CH:7][CH:8]=[CH:9][C:4]=2[N:3]=[C:2]1[C:10]([C:12]1[CH:13]=[CH:14][C:15]([O:18][C:19]2[C:24]([N:25]3[CH2:30][CH2:29][O:28][CH2:27][CH2:26]3)=[N:23][CH:22]=[CH:21][N:20]=2)=[CH:16][CH:17]=1)=[O:11], predict the reactants needed to synthesize it. (4) Given the product [OH:8][C@H:9]1[CH2:10][C@H:11]([C:13]2[N:17]([C:18]([O:20][C:21]([CH3:22])([CH3:23])[CH3:24])=[O:19])[C:16]3[CH:25]=[CH:26][CH:27]=[CH:28][C:15]=3[N:14]=2)[CH2:12]1, predict the reactants needed to synthesize it. The reactants are: C([O:8][C@H:9]1[CH2:12][C@H:11]([C:13]2[N:17]([C:18]([O:20][C:21]([CH3:24])([CH3:23])[CH3:22])=[O:19])[C:16]3[CH:25]=[CH:26][CH:27]=[CH:28][C:15]=3[N:14]=2)[CH2:10]1)C1C=CC=CC=1.C1CCCCC=1.CC1C=C2N=C3C(=NC(NC3=O)=O)N(C[C@H](O)[C@H](O)[C@H](O)CO)C2=CC=1C.